This data is from Forward reaction prediction with 1.9M reactions from USPTO patents (1976-2016). The task is: Predict the product of the given reaction. (1) The product is: [CH2:2]([O:4][C:5]([C:7]1[C:8]2[S:16][CH:15]=[C:14]([CH2:17][O:18][C:19]3[CH:24]=[CH:23][CH:22]=[C:21]([O:25][CH2:26][C:27]4[CH:32]=[CH:31][CH:30]=[C:29]([C:33]([F:36])([F:35])[F:34])[CH:28]=4)[CH:20]=3)[C:9]=2[C:10]([NH2:1])=[N:11][CH:12]=1)=[O:6])[CH3:3]. Given the reactants [NH3:1].[CH2:2]([O:4][C:5]([C:7]1[C:8]2[S:16][CH:15]=[C:14]([CH2:17][O:18][C:19]3[CH:24]=[CH:23][CH:22]=[C:21]([O:25][CH2:26][C:27]4[CH:32]=[CH:31][CH:30]=[C:29]([C:33]([F:36])([F:35])[F:34])[CH:28]=4)[CH:20]=3)[C:9]=2[C:10](Cl)=[N:11][CH:12]=1)=[O:6])[CH3:3], predict the reaction product. (2) The product is: [Cl:1][C:2]1[N:3]=[N:4][CH:5]=[C:6]([C:15]2[CH:14]=[CH:13][CH:12]=[C:11]([O:10][CH3:9])[CH:16]=2)[CH:7]=1. Given the reactants [Cl:1][C:2]1[N:3]=[N:4][CH:5]=[C:6](Cl)[CH:7]=1.[CH3:9][O:10][C:11]1[CH:12]=[C:13](B(O)O)[CH:14]=[CH:15][CH:16]=1.[F-].[K+], predict the reaction product. (3) Given the reactants [Br:1][C:2]1[C:7]([OH:8])=[CH:6][CH:5]=[CH:4][N:3]=1.C(=O)([O-])[O-].[K+].[K+].Br[CH2:16][C@H:17]([CH3:20])[CH2:18][OH:19], predict the reaction product. The product is: [Br:1][C:2]1[C:7]([O:8][CH2:16][C@H:17]([CH3:20])[CH2:18][OH:19])=[CH:6][CH:5]=[CH:4][N:3]=1.